This data is from CYP2C19 inhibition data for predicting drug metabolism from PubChem BioAssay. The task is: Regression/Classification. Given a drug SMILES string, predict its absorption, distribution, metabolism, or excretion properties. Task type varies by dataset: regression for continuous measurements (e.g., permeability, clearance, half-life) or binary classification for categorical outcomes (e.g., BBB penetration, CYP inhibition). Dataset: cyp2c19_veith. (1) The molecule is N#CC1=C(N)N(c2ccccc2F)C2=C(CCCC2)C1(C(F)(F)F)C(F)(F)F. The result is 1 (inhibitor). (2) The drug is Cc1cnc(CNc2cc(-c3ccc4c(c3)OCO4)ncn2)cn1. The result is 0 (non-inhibitor).